This data is from TCR-epitope binding with 47,182 pairs between 192 epitopes and 23,139 TCRs. The task is: Binary Classification. Given a T-cell receptor sequence (or CDR3 region) and an epitope sequence, predict whether binding occurs between them. (1) The epitope is VTEHDTLLY. The TCR CDR3 sequence is CASSLGGEQFF. Result: 1 (the TCR binds to the epitope). (2) The epitope is KTWGQYWQV. Result: 0 (the TCR does not bind to the epitope). The TCR CDR3 sequence is CASNRQSGEREQFF. (3) The epitope is SEPVLKGVKL. The TCR CDR3 sequence is CASSLLDGGGVETQYF. Result: 1 (the TCR binds to the epitope). (4) The epitope is TPQDLNTML. The TCR CDR3 sequence is CASSASTGEAYGYTF. Result: 0 (the TCR does not bind to the epitope).